From a dataset of Full USPTO retrosynthesis dataset with 1.9M reactions from patents (1976-2016). Predict the reactants needed to synthesize the given product. (1) Given the product [OH:21][C:7]1[C:8]([C:12]([NH:14][CH2:15][C:16]([O:18][CH2:19][CH3:20])=[O:17])=[O:13])=[C:9]2[C:4](=[CH:5][CH:6]=1)[N:3]=[C:2]([C:24]1[CH:23]=[N:22][CH:27]=[CH:26][CH:25]=1)[CH:11]=[N:10]2, predict the reactants needed to synthesize it. The reactants are: Br[C:2]1[CH:11]=[N:10][C:9]2[C:4](=[CH:5][CH:6]=[C:7]([OH:21])[C:8]=2[C:12]([NH:14][CH2:15][C:16]([O:18][CH2:19][CH3:20])=[O:17])=[O:13])[N:3]=1.[N:22]1[CH:27]=[CH:26][CH:25]=[C:24](B(O)O)[CH:23]=1.C(=O)([O-])[O-].[K+].[K+]. (2) The reactants are: [O:1]1[CH2:6][CH2:5][N:4]([CH2:7][CH2:8][NH2:9])[CH2:3][CH2:2]1.C(N(CC)CC)C.[C:17](O[C:17]([O:19][C:20]([CH3:23])([CH3:22])[CH3:21])=[O:18])([O:19][C:20]([CH3:23])([CH3:22])[CH3:21])=[O:18]. Given the product [O:1]1[CH2:6][CH2:5][N:4]([CH2:7][CH2:8][NH:9][C:17](=[O:18])[O:19][C:20]([CH3:23])([CH3:22])[CH3:21])[CH2:3][CH2:2]1, predict the reactants needed to synthesize it. (3) Given the product [Cl:1][C:2]1[CH:11]=[C:10]2[C:5]([CH:6]=[C:7]([C:13]3[C:14]([Cl:24])=[C:15]([O:22][CH3:23])[CH:16]=[C:17]([O:20][CH3:21])[C:18]=3[Cl:19])[C:8](=[O:12])[N:9]2[CH2:42][CH2:43][CH2:44][N:45]2[CH2:50][CH2:49][N:48]([C:51]([O:53][C:54]([CH3:55])([CH3:57])[CH3:56])=[O:52])[CH2:47][CH2:46]2)=[CH:4][N:3]=1, predict the reactants needed to synthesize it. The reactants are: [Cl:1][C:2]1[CH:11]=[C:10]2[C:5]([CH:6]=[C:7]([C:13]3[C:18]([Cl:19])=[C:17]([O:20][CH3:21])[CH:16]=[C:15]([O:22][CH3:23])[C:14]=3[Cl:24])[C:8](=[O:12])[NH:9]2)=[CH:4][N:3]=1.C([O-])([O-])=O.[K+].[K+].C([O-])([O-])=O.[Cs+].[Cs+].CS(O[CH2:42][CH2:43][CH2:44][N:45]1[CH2:50][CH2:49][N:48]([C:51]([O:53][C:54]([CH3:57])([CH3:56])[CH3:55])=[O:52])[CH2:47][CH2:46]1)(=O)=O. (4) Given the product [Cl:21][C:18]1[S:17][C:16]([C:14]([NH:13][C@@:8]2([C:6]([OH:7])=[O:5])[CH2:12][CH2:11][O:10][CH2:9]2)=[O:15])=[CH:20][CH:19]=1, predict the reactants needed to synthesize it. The reactants are: C([O:5][C:6]([C@:8]1([NH:13][C:14]([C:16]2[S:17][C:18]([Cl:21])=[CH:19][CH:20]=2)=[O:15])[CH2:12][CH2:11][O:10][CH2:9]1)=[O:7])C(C)C.[OH-].[Na+]. (5) The reactants are: [Br:1][C:2]1[CH:3]=[CH:4][C:5]([OH:10])=[C:6]([CH:9]=1)[CH:7]=[O:8].C([O-])([O-])=O.[K+].[K+].[CH3:17][C:18]1([CH2:22]OS(C2C=CC(C)=CC=2)(=O)=O)[CH2:21][O:20][CH2:19]1. Given the product [Br:1][C:2]1[CH:3]=[CH:4][C:5]([O:10][CH2:17][C:18]2([CH3:22])[CH2:21][O:20][CH2:19]2)=[C:6]([CH:9]=1)[CH:7]=[O:8], predict the reactants needed to synthesize it. (6) The reactants are: C1C=CC(P(C2C(C3C(P(C4C=CC=CC=4)C4C=CC=CC=4)=CC=C4C=3C=CC=C4)=C3C(C=CC=C3)=CC=2)C2C=CC=CC=2)=CC=1.Cl[C:48]1[CH:53]=[C:52]([C:54]2[CH:59]=[CH:58][N:57]=[C:56]([NH:60][CH:61]([CH3:65])[CH2:62][O:63][CH3:64])[CH:55]=2)[CH:51]=[CH:50][N:49]=1.[Cl:66][C:67]1[CH:68]=[C:69]([CH:71]=[CH:72][CH:73]=1)[NH2:70].C(=O)([O-])[O-].[K+].[K+]. Given the product [Cl:66][C:67]1[CH:68]=[C:69]([NH:70][C:48]2[CH:53]=[C:52]([C:54]3[CH:59]=[CH:58][N:57]=[C:56]([NH:60][CH:61]([CH3:65])[CH2:62][O:63][CH3:64])[CH:55]=3)[CH:51]=[CH:50][N:49]=2)[CH:71]=[CH:72][CH:73]=1, predict the reactants needed to synthesize it. (7) The reactants are: [Cl:1][C:2]1[N:9]=[C:8]([Cl:10])[CH:7]=[CH:6][C:3]=1[C:4]#[N:5].[OH:11]S(O)(=O)=O.O.N. Given the product [Cl:1][C:2]1[N:9]=[C:8]([Cl:10])[CH:7]=[CH:6][C:3]=1[C:4]([NH2:5])=[O:11], predict the reactants needed to synthesize it. (8) Given the product [F:1][C:2]([F:7])([F:6])[C:3]([OH:5])=[O:4].[CH3:8][O:9][CH2:10][CH2:11][CH:12]([N:19]1[CH:23]=[C:22]([C:24]2[C:25]3[CH:32]=[CH:31][NH:30][C:26]=3[N:27]=[CH:28][N:29]=2)[CH:21]=[N:20]1)[C:13]1[CH:14]=[CH:15][CH:16]=[CH:17][CH:18]=1, predict the reactants needed to synthesize it. The reactants are: [F:1][C:2]([F:7])([F:6])[C:3]([OH:5])=[O:4].[CH3:8][O:9][CH2:10][CH2:11][CH:12]([N:19]1[CH:23]=[C:22]([C:24]2[C:25]3[CH:32]=[CH:31][N:30](COCC[Si](C)(C)C)[C:26]=3[N:27]=[CH:28][N:29]=2)[CH:21]=[N:20]1)[C:13]1[CH:18]=[CH:17][CH:16]=[CH:15][CH:14]=1.C(Cl)Cl.CO.C(N)CN.